Dataset: Catalyst prediction with 721,799 reactions and 888 catalyst types from USPTO. Task: Predict which catalyst facilitates the given reaction. (1) Reactant: C[O:2][C:3](=[O:36])[CH2:4][C:5]1[CH:10]=[CH:9][CH:8]=[C:7]([O:11][CH2:12][CH2:13][CH2:14][N:15]([CH2:24][C:25]2[CH:30]=[CH:29][CH:28]=[C:27]([C:31]([F:34])([F:33])[F:32])[C:26]=2[Cl:35])[CH2:16][CH:17]([C:19]2[S:20][CH:21]=[CH:22][CH:23]=2)[CH3:18])[CH:6]=1.[Li+].[OH-].CC(O)=O.C(OCC)(=O)C. Product: [ClH:35].[Cl:35][C:26]1[C:27]([C:31]([F:34])([F:32])[F:33])=[CH:28][CH:29]=[CH:30][C:25]=1[CH2:24][N:15]([CH2:16][CH:17]([C:19]1[S:20][CH:21]=[CH:22][CH:23]=1)[CH3:18])[CH2:14][CH2:13][CH2:12][O:11][C:7]1[CH:6]=[C:5]([CH2:4][C:3]([OH:36])=[O:2])[CH:10]=[CH:9][CH:8]=1. The catalyst class is: 20. (2) Reactant: [H-].[Na+].[CH3:3][O:4][C:5]1[N:10]=[CH:9][N:8]=[C:7]([NH2:11])[CH:6]=1.Cl[C:13]1[S:14][C:15]([C:18]#[N:19])=[CH:16][N:17]=1.Cl. Product: [CH3:3][O:4][C:5]1[N:10]=[CH:9][N:8]=[C:7]([NH:11][C:13]2[S:14][C:15]([C:18]#[N:19])=[CH:16][N:17]=2)[CH:6]=1. The catalyst class is: 90. (3) Reactant: Br[C:2]1[CH:11]=[CH:10][C:9]([O:12][CH3:13])=[C:8]2[C:3]=1[C:4]([C:14]([NH:16][CH2:17][C:18]1[CH:23]=[CH:22][C:21]([N:24]([CH3:26])[CH3:25])=[CH:20][CH:19]=1)=[O:15])=[CH:5][CH:6]=[N:7]2.[C:27](=O)([O-])[O-:28].[K+].[K+]. Product: [CH3:26][N:24]([CH3:25])[C:21]1[CH:20]=[CH:19][C:18]([CH2:17][N:16]2[C:27](=[O:28])[C:2]3=[CH:11][CH:10]=[C:9]([O:12][CH3:13])[C:8]4[C:3]3=[C:4]([CH:5]=[CH:6][N:7]=4)[C:14]2=[O:15])=[CH:23][CH:22]=1. The catalyst class is: 492. (4) Reactant: [CH2:1]([N:8]([C:21]([O:23][C:24]([CH3:27])([CH3:26])[CH3:25])=[O:22])[CH:9]1[CH2:15][CH2:14][CH2:13][C:12]2[CH:16]=[C:17]([OH:20])[CH:18]=[CH:19][C:11]=2[CH2:10]1)[C:2]1[CH:7]=[CH:6][CH:5]=[CH:4][CH:3]=1.[Cl:28]N1C(=O)CCC1=O. Product: [CH2:1]([N:8]([C:21]([O:23][C:24]([CH3:27])([CH3:26])[CH3:25])=[O:22])[CH:9]1[CH2:15][CH2:14][CH2:13][C:12]2[CH:16]=[C:17]([OH:20])[C:18]([Cl:28])=[CH:19][C:11]=2[CH2:10]1)[C:2]1[CH:3]=[CH:4][CH:5]=[CH:6][CH:7]=1. The catalyst class is: 12. (5) Reactant: CCN(CC)CC.[C:8]1([N:14]=[C:15]=[O:16])[CH:13]=[CH:12][CH:11]=[CH:10][CH:9]=1.[NH2:17][C:18]1[CH:19]=[C:20]([C:24]2[N:25]=[C:26]3[C:32]4[CH:33]=[CH:34][CH:35]=[CH:36][C:31]=4[NH:30][C:29]4[N:37]=[CH:38][CH:39]=[CH:40][C:28]=4[N:27]3[C:41]=2[C:42]2[CH:47]=[CH:46][C:45]([C:48]3([NH:52][C:53](=[O:59])[O:54][C:55]([CH3:58])([CH3:57])[CH3:56])[CH2:51][CH2:50][CH2:49]3)=[CH:44][CH:43]=2)[CH:21]=[CH:22][CH:23]=1. Product: [NH:14]([C:15]([NH:17][C:18]1[CH:19]=[C:20]([C:24]2[N:25]=[C:26]3[C:32]4[CH:33]=[CH:34][CH:35]=[CH:36][C:31]=4[NH:30][C:29]4[N:37]=[CH:38][CH:39]=[CH:40][C:28]=4[N:27]3[C:41]=2[C:42]2[CH:47]=[CH:46][C:45]([C:48]3([NH:52][C:53](=[O:59])[O:54][C:55]([CH3:57])([CH3:56])[CH3:58])[CH2:49][CH2:50][CH2:51]3)=[CH:44][CH:43]=2)[CH:21]=[CH:22][CH:23]=1)=[O:16])[C:8]1[CH:13]=[CH:12][CH:11]=[CH:10][CH:9]=1. The catalyst class is: 326. (6) Product: [F:31][C:22]([F:21])([F:30])[C:23]1[CH:24]=[C:25]([S:29][C@@H:6]2[CH2:7][CH2:8][C@H:9]([CH2:12][NH:13][C:14](=[O:15])[O:16][C:17]([CH3:18])([CH3:19])[CH3:20])[CH2:10][CH2:11]2)[CH:26]=[CH:27][CH:28]=1. The catalyst class is: 23. Reactant: CS(O[C@H:6]1[CH2:11][CH2:10][C@H:9]([CH2:12][NH:13][C:14]([O:16][C:17]([CH3:20])([CH3:19])[CH3:18])=[O:15])[CH2:8][CH2:7]1)(=O)=O.[F:21][C:22]([F:31])([F:30])[C:23]1[CH:24]=[C:25]([SH:29])[CH:26]=[CH:27][CH:28]=1.C([O-])([O-])=O.[K+].[K+]. (7) Reactant: [N+:1]([C:4]1[CH:12]=[CH:11][CH:10]=[C:9]2[C:5]=1[CH2:6][N:7]([CH:14]1[CH2:19][CH2:18][C:17](=[O:20])[NH:16][C:15]1=[O:21])[C:8]2=[O:13])([O-])=O.C([O-])=O.[NH4+]. Product: [NH2:1][C:4]1[CH:12]=[CH:11][CH:10]=[C:9]2[C:5]=1[CH2:6][N:7]([CH:14]1[CH2:19][CH2:18][C:17](=[O:20])[NH:16][C:15]1=[O:21])[C:8]2=[O:13]. The catalyst class is: 19. (8) Reactant: CS(O[CH2:6][CH2:7][C:8]1[C:9]([C:29]([F:32])([F:31])[F:30])=[N:10][N:11]([CH2:13][C:14]([NH:16][C:17]2[S:21][C:20]3[CH2:22][CH2:23][CH2:24][CH2:25][C:19]=3[C:18]=2[C:26](=[O:28])[NH2:27])=[O:15])[CH:12]=1)(=O)=O.[CH3:33][NH2:34].C(O)=O. Product: [CH3:33][NH:34][CH2:6][CH2:7][C:8]1[C:9]([C:29]([F:30])([F:32])[F:31])=[N:10][N:11]([CH2:13][C:14]([NH:16][C:17]2[S:21][C:20]3[CH2:22][CH2:23][CH2:24][CH2:25][C:19]=3[C:18]=2[C:26]([NH2:27])=[O:28])=[O:15])[CH:12]=1. The catalyst class is: 3. (9) Reactant: Br[C:2]1[N:7]=[C:6]2[CH:8]=[C:9]([C:11]3[CH:16]=[CH:15][CH:14]=[CH:13][C:12]=3[Cl:17])[NH:10][C:5]2=[CH:4][CH:3]=1.[CH3:18][N:19]1[C:23](B(O)O)=[CH:22][C:21]([C:27]([F:30])([F:29])[F:28])=[N:20]1.[CH3:31]COC(C)=O. Product: [Cl:17][C:12]1[CH:13]=[CH:14][CH:15]=[CH:16][C:11]=1/[CH:9]=[CH:8]/[C:6]1[C:5]([NH:10][CH3:31])=[CH:4][CH:3]=[C:2]([C:23]2[N:19]([CH3:18])[N:20]=[C:21]([C:27]([F:30])([F:29])[F:28])[CH:22]=2)[N:7]=1. The catalyst class is: 140. (10) Reactant: C(O)(C(F)(F)F)=O.[F:8][C:9]([F:51])([F:50])[C:10]1[CH:11]=[C:12]([C:20]([CH3:49])([CH3:48])[C:21]([N:23]([CH3:47])[C:24]2[C:25]([C:39]3[CH:44]=[CH:43][C:42]([F:45])=[CH:41][C:40]=3[CH3:46])=[CH:26][C:27]([C:30]3[CH2:31][CH2:32][C@:33]([CH3:38])([C:35]([NH2:37])=[O:36])[N:34]=3)=[N:28][CH:29]=2)=[O:22])[CH:13]=[C:14]([C:16]([F:19])([F:18])[F:17])[CH:15]=1.C(O[BH-](OC(=O)C)OC(=O)C)(=O)C.[Na+].[OH-].[Na+].C(Cl)[Cl:69]. Product: [F:51][C:9]([F:8])([F:50])[C:10]1[CH:11]=[C:12]([C:20]([CH3:48])([CH3:49])[C:21]([N:23]([CH3:47])[C:24]2[C:25]([C:39]3[CH:44]=[CH:43][C:42]([F:45])=[CH:41][C:40]=3[CH3:46])=[CH:26][C:27]([C@@H:30]3[NH:34][C@@:33]([CH3:38])([C:35]([NH2:37])=[O:36])[CH2:32][CH2:31]3)=[N:28][CH:29]=2)=[O:22])[CH:13]=[C:14]([C:16]([F:17])([F:18])[F:19])[CH:15]=1.[ClH:69].[F:51][C:9]([F:8])([F:50])[C:10]1[CH:11]=[C:12]([C:20]([CH3:48])([CH3:49])[C:21]([N:23]([CH3:47])[C:24]2[C:25]([C:39]3[CH:44]=[CH:43][C:42]([F:45])=[CH:41][C:40]=3[CH3:46])=[CH:26][C:27]([C@H:30]3[NH:34][C@@:33]([CH3:38])([C:35]([NH2:37])=[O:36])[CH2:32][CH2:31]3)=[N:28][CH:29]=2)=[O:22])[CH:13]=[C:14]([C:16]([F:17])([F:18])[F:19])[CH:15]=1.[F:51][C:9]([F:8])([F:50])[C:10]1[CH:11]=[C:12]([C:20]([CH3:48])([CH3:49])[C:21]([N:23]([CH3:47])[C:24]2[C:25]([C:39]3[CH:44]=[CH:43][C:42]([F:45])=[CH:41][C:40]=3[CH3:46])=[CH:26][C:27]([C@H:30]3[NH:34][C@@:33]([CH3:38])([C:35]([NH2:37])=[O:36])[CH2:32][CH2:31]3)=[N:28][CH:29]=2)=[O:22])[CH:13]=[C:14]([C:16]([F:17])([F:18])[F:19])[CH:15]=1. The catalyst class is: 72.